From a dataset of Catalyst prediction with 721,799 reactions and 888 catalyst types from USPTO. Predict which catalyst facilitates the given reaction. (1) The catalyst class is: 2. Reactant: C[O:2][C:3]1[CH:27]=[CH:26][C:6]([O:7][C:8]2[CH:13]=[CH:12][C:11]([C:14]3[N:18]=[C:17]([C:19]4[CH:24]=[CH:23][C:22]([F:25])=[CH:21][CH:20]=4)[O:16][N:15]=3)=[CH:10][CH:9]=2)=[CH:5][CH:4]=1.B(Br)(Br)Br.O. Product: [F:25][C:22]1[CH:21]=[CH:20][C:19]([C:17]2[O:16][N:15]=[C:14]([C:11]3[CH:12]=[CH:13][C:8]([O:7][C:6]4[CH:26]=[CH:27][C:3]([OH:2])=[CH:4][CH:5]=4)=[CH:9][CH:10]=3)[N:18]=2)=[CH:24][CH:23]=1. (2) Reactant: [CH2:1]1[CH:5]2[CH2:6][C:7](=[O:8])[CH:3]([CH2:4]2)[CH2:2]1.[Br:9][C:10]1[CH:17]=[C:16]([CH3:18])[C:13]([CH:14]=O)=[C:12]([CH3:19])[CH:11]=1.[OH-].[K+].Cl. Product: [Br:9][C:10]1[CH:17]=[C:16]([CH3:18])[C:13]([CH:14]=[C:6]2[CH:5]3[CH2:4][CH:3]([CH2:2][CH2:1]3)[C:7]2=[O:8])=[C:12]([CH3:19])[CH:11]=1. The catalyst class is: 40. (3) Reactant: [CH3:1][S:2][C:3]1[CH:9]=[CH:8][C:6]([NH2:7])=[CH:5][CH:4]=1.[CH2:10]([O:17][C:18](=[O:23])[CH2:19][C:20](O)=[O:21])[C:11]1[CH:16]=[CH:15][CH:14]=[CH:13][CH:12]=1.C(Cl)CCl. Product: [CH3:1][S:2][C:3]1[CH:9]=[CH:8][C:6]([NH:7][C:20](=[O:21])[CH2:19][C:18]([O:17][CH2:10][C:11]2[CH:12]=[CH:13][CH:14]=[CH:15][CH:16]=2)=[O:23])=[CH:5][CH:4]=1. The catalyst class is: 792. (4) Reactant: [Li+].[OH-].[Cl:3][C:4]1[CH:5]=[C:6]2[N:13]([CH2:14][O:15][CH2:16][CH2:17][Si:18]([CH3:21])([CH3:20])[CH3:19])[C:12]([O:22][C@H:23]3[C@H:27]4[O:28][CH2:29][C@@H:30]([OH:31])[C@H:26]4[O:25][CH2:24]3)=[N:11][C:7]2=[N:8][C:9]=1I.CC1(C)C(C)(C)OB([C:40]2[CH:47]=[CH:46][C:43]([C:44]#[N:45])=[CH:42][CH:41]=2)O1.CCOC(C)=O.CCCCCC. Product: [OH:31][C@@H:30]1[CH2:29][O:28][C@@H:27]2[C@H:23]([O:22][C:12]3[N:13]([CH2:14][O:15][CH2:16][CH2:17][Si:18]([CH3:21])([CH3:20])[CH3:19])[C:6]4[C:7]([N:11]=3)=[N:8][C:9]([C:40]3[CH:47]=[CH:46][C:43]([C:44]#[N:45])=[CH:42][CH:41]=3)=[C:4]([Cl:3])[CH:5]=4)[CH2:24][O:25][C@H:26]12. The catalyst class is: 38. (5) Reactant: [Br:1][C:2]1[CH:11]=[CH:10][CH:9]=[C:8]2[C:3]=1[CH2:4][CH2:5][N:6]([CH2:12][C@H:13]1[CH2:17][O:16][C:15]([CH3:19])([CH3:18])[O:14]1)[CH2:7]2.[O-:20][Mn](=O)(=O)=O.[K+].C1OCCOCCOCCOCCOCCOC1. Product: [Br:1][C:2]1[CH:11]=[CH:10][CH:9]=[C:8]2[C:3]=1[CH2:4][CH2:5][N:6]([CH2:12][C@H:13]1[CH2:17][O:16][C:15]([CH3:19])([CH3:18])[O:14]1)[C:7]2=[O:20]. The catalyst class is: 4.